Dataset: Reaction yield outcomes from USPTO patents with 853,638 reactions. Task: Predict the reaction yield, written as a fraction of the theoretical maximum amount of product (1.0 means a 100% yield; for example, 0.34 means a 34% yield). (1) The reactants are [Cl:1][C:2]1[CH:3]=[C:4]([N:9]2[CH:13]=[C:12]([CH2:14][OH:15])[N:11]=[CH:10]2)[CH:5]=[CH:6][C:7]=1[Cl:8]. The catalyst is C1COCC1.O.[O-2].[Mn+4].[O-2]. The product is [Cl:1][C:2]1[CH:3]=[C:4]([N:9]2[CH:13]=[C:12]([CH:14]=[O:15])[N:11]=[CH:10]2)[CH:5]=[CH:6][C:7]=1[Cl:8]. The yield is 0.250. (2) The reactants are [F:1][C:2]1[CH:3]=[C:4]([N:10]2[CH2:14][C@H:13]([CH2:15][NH:16][C:17](=[O:19])[CH3:18])[O:12][C:11]2=[O:20])[CH:5]=[CH:6][C:7]=1[NH:8][NH2:9].[CH:21]1[C:26]([CH:27]([CH:30]=O)[CH:28]=O)=[CH:25][CH:24]=[N:23][CH:22]=1. The catalyst is C(O)C. The product is [F:1][C:2]1[CH:3]=[C:4]([N:10]2[CH2:14][C@H:13]([CH2:15][NH:16][C:17](=[O:19])[CH3:18])[O:12][C:11]2=[O:20])[CH:5]=[CH:6][C:7]=1[N:8]1[CH:30]=[C:27]([C:26]2[CH:25]=[CH:24][N:23]=[CH:22][CH:21]=2)[CH:28]=[N:9]1. The yield is 0.663. (3) The reactants are [F:1][C:2]1[CH:3]=[C:4]([NH:18][C:19](=[O:30])[CH2:20][C:21]([NH:23][C:24]2[CH:29]=[CH:28][CH:27]=[CH:26][CH:25]=2)=[O:22])[CH:5]=[CH:6][C:7]=1[O:8][C:9]1[CH:14]=[CH:13][N:12]=[C:11]2[CH:15]=[CH:16][S:17][C:10]=12.FC1C=C(N)C=CC=1OC1C=CN=C2C=C(C3N(C)C=CN=3)SC=12.NC1C=CC(OC2C=CN=C3C=C([C:70]([N:72]4[CH2:76][CH2:75][C@@H:74]([N:77]([CH3:79])[CH3:78])[CH2:73]4)=[O:71])SC=23)=C(F)C=1. No catalyst specified. The product is [CH3:78][N:77]([CH3:79])[C@@H:74]1[CH2:75][CH2:76][N:72]([C:70]([C:16]2[S:17][C:10]3[C:11](=[N:12][CH:13]=[CH:14][C:9]=3[O:8][C:7]3[CH:6]=[CH:5][C:4]([NH:18][C:19](=[O:30])[CH2:20][C:21]([NH:23][C:24]4[CH:25]=[CH:26][CH:27]=[CH:28][CH:29]=4)=[O:22])=[CH:3][C:2]=3[F:1])[CH:15]=2)=[O:71])[CH2:73]1. The yield is 0.380. (4) The reactants are C([O:3][C:4]([C:6]1[C:10]2[CH:11]=[CH:12][C:13]([OH:15])=[CH:14][C:9]=2[O:8][CH:7]=1)=O)C.CC(C[AlH]CC(C)C)C. The catalyst is C1COCC1. The product is [OH:3][CH2:4][C:6]1[C:10]2[CH:11]=[CH:12][C:13]([OH:15])=[CH:14][C:9]=2[O:8][CH:7]=1. The yield is 1.00. (5) The product is [CH3:9][Si:10]([C:13]#[C:14][C:7]1[C:2]([NH2:1])=[N:3][CH:4]=[CH:5][CH:6]=1)([CH3:12])[CH3:11]. The catalyst is CN1CCCC1=O.C1C=CC([P]([Pd]([P](C2C=CC=CC=2)(C2C=CC=CC=2)C2C=CC=CC=2)([P](C2C=CC=CC=2)(C2C=CC=CC=2)C2C=CC=CC=2)[P](C2C=CC=CC=2)(C2C=CC=CC=2)C2C=CC=CC=2)(C2C=CC=CC=2)C2C=CC=CC=2)=CC=1.[Cu]I. The reactants are [NH2:1][C:2]1[C:7](Br)=[CH:6][CH:5]=[CH:4][N:3]=1.[CH3:9][Si:10]([C:13]#[CH:14])([CH3:12])[CH3:11].C(N(CC)C(C)C)(C)C.O. The yield is 0.940. (6) The reactants are [CH2:1]([C:3]1[C:4]([C:12]2[O:13][CH:14]=[CH:15][CH:16]=2)=[N:5][C:6]([NH2:11])=[N:7][C:8]=1[S:9][CH3:10])[CH3:2].C1(C2[O:25]N2S(C2C=CC=CC=2)(=O)=O)C=CC=CC=1. The catalyst is ClCCl. The product is [CH2:1]([C:3]1[C:4]([C:12]2[O:13][CH:14]=[CH:15][CH:16]=2)=[N:5][C:6]([NH2:11])=[N:7][C:8]=1[S:9]([CH3:10])=[O:25])[CH3:2]. The yield is 0.460.